From a dataset of Forward reaction prediction with 1.9M reactions from USPTO patents (1976-2016). Predict the product of the given reaction. Given the reactants [NH2:1][C:2]1[N:6]([CH:7]2[CH2:12][CH2:11][CH2:10][N:9](C(OCC3C=CC=CC=3)=O)[CH2:8]2)[N:5]=[C:4]([C:23]2[CH:28]=[CH:27][C:26]([C:29](=[O:36])[C:30]3[CH:35]=[CH:34][CH:33]=[CH:32][CH:31]=3)=[CH:25][CH:24]=2)[C:3]=1[C:37]#[N:38].[H][H], predict the reaction product. The product is: [NH2:1][C:2]1[N:6]([CH:7]2[CH2:12][CH2:11][CH2:10][NH:9][CH2:8]2)[N:5]=[C:4]([C:23]2[CH:24]=[CH:25][C:26]([CH:29]([OH:36])[C:30]3[CH:31]=[CH:32][CH:33]=[CH:34][CH:35]=3)=[CH:27][CH:28]=2)[C:3]=1[C:37]#[N:38].